Predict the reaction yield, written as a fraction of the theoretical maximum amount of product (1.0 means a 100% yield; for example, 0.34 means a 34% yield). From a dataset of Reaction yield outcomes from USPTO patents with 853,638 reactions. (1) The catalyst is C([O-])(O)=O.[Na+]. The product is [Br:1][C:2]1[S:3][C:4]([C:15]2[N:19]=[CH:18][N:17]([CH:26]3[CH2:27][CH2:28][CH2:29][CH2:30][O:25]3)[N:16]=2)=[C:5]([CH2:7][C:8]2[CH:13]=[CH:12][C:11]([Cl:14])=[CH:10][CH:9]=2)[N:6]=1. The reactants are [Br:1][C:2]1[S:3][C:4]([C:15]2[NH:19][CH:18]=[N:17][N:16]=2)=[C:5]([CH2:7][C:8]2[CH:13]=[CH:12][C:11]([Cl:14])=[CH:10][CH:9]=2)[N:6]=1.O1CCCC1.[O:25]1[CH:30]=[CH:29][CH2:28][CH2:27][CH2:26]1.O.C1(C)C=CC(S(O)(=O)=O)=CC=1. The yield is 0.670. (2) The reactants are [C:1]1([CH:7]2[CH2:12][CH2:11][NH:10][CH2:9][CH2:8]2)[CH:6]=[CH:5][CH:4]=[CH:3][CH:2]=1.[N+:13]([O-:16])(O)=[O:14].[OH-].[Na+].[C:19](O[C:19]([O:21][C:22]([CH3:25])([CH3:24])[CH3:23])=[O:20])([O:21][C:22]([CH3:25])([CH3:24])[CH3:23])=[O:20]. The catalyst is S(=O)(=O)(O)O.ClCCl. The product is [N+:13]([C:4]1[CH:5]=[CH:6][C:1]([CH:7]2[CH2:8][CH2:9][N:10]([C:19]([O:21][C:22]([CH3:25])([CH3:24])[CH3:23])=[O:20])[CH2:11][CH2:12]2)=[CH:2][CH:3]=1)([O-:16])=[O:14]. The yield is 0.0800. (3) The reactants are [CH:1]1([CH:5]([OH:17])[C:6]2[CH:16]=[CH:15][C:9]([C:10]([O:12]CC)=[O:11])=[CH:8][CH:7]=2)[CH2:4][CH2:3][CH2:2]1.O1CCCC1.O.O.[OH-].[Li+]. The catalyst is CO. The product is [CH:1]1([CH:5]([OH:17])[C:6]2[CH:16]=[CH:15][C:9]([C:10]([OH:12])=[O:11])=[CH:8][CH:7]=2)[CH2:4][CH2:3][CH2:2]1. The yield is 0.770. (4) The reactants are Cl[C:2]1[N:7]=[C:6]([CH2:8][N:9]2[C:17](=[O:18])[C:16]3[C:11](=[CH:12][CH:13]=[CH:14][CH:15]=3)[C:10]2=[O:19])[CH:5]=[C:4]([O:20][CH2:21][CH2:22][C:23]2([C:26]([F:29])([F:28])[F:27])[CH2:25][CH2:24]2)[N:3]=1.[CH:30]1(B(O)O)[CH2:32][CH2:31]1.C(Cl)(Cl)Cl.COC1C=CC=C(OC)C=1C1C=CC=CC=1P(C1CCCCC1)C1CCCCC1.[O-]P([O-])([O-])=O.[K+].[K+].[K+]. The catalyst is C1C=CC(/C=C/C(/C=C/C2C=CC=CC=2)=O)=CC=1.C1C=CC(/C=C/C(/C=C/C2C=CC=CC=2)=O)=CC=1.C1C=CC(/C=C/C(/C=C/C2C=CC=CC=2)=O)=CC=1.[Pd].[Pd].O.C1(C)C=CC=CC=1. The product is [CH:30]1([C:2]2[N:7]=[C:6]([CH2:8][N:9]3[C:17](=[O:18])[C:16]4[C:11](=[CH:12][CH:13]=[CH:14][CH:15]=4)[C:10]3=[O:19])[CH:5]=[C:4]([O:20][CH2:21][CH2:22][C:23]3([C:26]([F:29])([F:28])[F:27])[CH2:25][CH2:24]3)[N:3]=2)[CH2:32][CH2:31]1. The yield is 0.810.